Dataset: Catalyst prediction with 721,799 reactions and 888 catalyst types from USPTO. Task: Predict which catalyst facilitates the given reaction. (1) Product: [Cl:16][C:6]1[N:5]=[C:4]([S:17][CH3:18])[N:3]=[C:2]([NH:22][CH:19]([CH3:21])[CH3:20])[C:7]=1[C:8]1[C:13]([F:14])=[CH:12][CH:11]=[CH:10][C:9]=1[Cl:15]. The catalyst class is: 4. Reactant: Cl[C:2]1[C:7]([C:8]2[C:13]([F:14])=[CH:12][CH:11]=[CH:10][C:9]=2[Cl:15])=[C:6]([Cl:16])[N:5]=[C:4]([S:17][CH3:18])[N:3]=1.[CH:19]([NH2:22])([CH3:21])[CH3:20]. (2) Reactant: F[C:2]1[CH:11]=[CH:10][C:5]([C:6]([O:8][CH3:9])=[O:7])=[CH:4][C:3]=1[CH3:12].[Br:13][C:14]1[C:19]([CH2:20][CH3:21])=[CH:18][CH:17]=[CH:16][C:15]=1[OH:22].C(=O)([O-])[O-].[K+].[K+].O. Product: [Br:13][C:14]1[C:19]([CH2:20][CH3:21])=[CH:18][CH:17]=[CH:16][C:15]=1[O:22][C:2]1[CH:11]=[CH:10][C:5]([C:6]([O:8][CH3:9])=[O:7])=[CH:4][C:3]=1[CH3:12]. The catalyst class is: 16. (3) Reactant: [Cl:1][C:2]1[C:18]([O:19][CH2:20][O:21][CH3:22])=[CH:17][CH:16]=[CH:15][C:3]=1[O:4][Si:5]([CH:12]([CH3:14])[CH3:13])([CH:9]([CH3:11])[CH3:10])[CH:6]([CH3:8])[CH3:7].C([Li])CCC.C(O[B:32]1[O:36][C:35]([CH3:38])([CH3:37])[C:34]([CH3:40])([CH3:39])[O:33]1)(C)C. Product: [Cl:1][C:2]1[C:18]([O:19][CH2:20][O:21][CH3:22])=[C:17]([B:32]2[O:36][C:35]([CH3:38])([CH3:37])[C:34]([CH3:40])([CH3:39])[O:33]2)[CH:16]=[CH:15][C:3]=1[O:4][Si:5]([CH:12]([CH3:13])[CH3:14])([CH:6]([CH3:7])[CH3:8])[CH:9]([CH3:11])[CH3:10]. The catalyst class is: 1. (4) Reactant: [Br:1][C:2]1[CH:7]=[CH:6][C:5]([O:8][CH3:9])=[CH:4][C:3]=1[O:10][CH3:11].[CH2:12]([O:19][C@@H:20]1[C@@H:32]([O:33][CH2:34][C:35]2[CH:40]=[CH:39][CH:38]=[CH:37][CH:36]=2)[C@H:31]([O:41][CH2:42][C:43]2[CH:48]=[CH:47][CH:46]=[CH:45][CH:44]=2)[C@@H:30]([CH2:49][O:50][CH2:51][C:52]2[CH:57]=[CH:56][CH:55]=[CH:54][CH:53]=2)[O:29][C@@H:21]1OC(=O)C(F)(F)F)[C:13]1[CH:18]=[CH:17][CH:16]=[CH:15][CH:14]=1.O. Product: [CH2:12]([O:19][C@@H:20]1[C@@H:32]([O:33][CH2:34][C:35]2[CH:40]=[CH:39][CH:38]=[CH:37][CH:36]=2)[C@H:31]([O:41][CH2:42][C:43]2[CH:44]=[CH:45][CH:46]=[CH:47][CH:48]=2)[C@@H:30]([CH2:49][O:50][CH2:51][C:52]2[CH:53]=[CH:54][CH:55]=[CH:56][CH:57]=2)[O:29][C@H:21]1[C:6]1[CH:7]=[C:2]([Br:1])[C:3]([O:10][CH3:11])=[CH:4][C:5]=1[O:8][CH3:9])[C:13]1[CH:14]=[CH:15][CH:16]=[CH:17][CH:18]=1. The catalyst class is: 2. (5) Reactant: C[O:2][C:3](=[O:24])[C:4]1[CH:9]=[CH:8][N:7]=[C:6]([O:10][CH2:11][C:12]2[C:13]([C:18]3[CH:23]=[CH:22][CH:21]=[CH:20][CH:19]=3)=[N:14][O:15][C:16]=2[CH3:17])[CH:5]=1.O.[OH-].[Li+].Cl. Product: [CH3:17][C:16]1[O:15][N:14]=[C:13]([C:18]2[CH:19]=[CH:20][CH:21]=[CH:22][CH:23]=2)[C:12]=1[CH2:11][O:10][C:6]1[CH:5]=[C:4]([CH:9]=[CH:8][N:7]=1)[C:3]([OH:24])=[O:2]. The catalyst class is: 278. (6) Product: [Cl:41][C:25]1[CH:30]=[C:29]([C:31]([F:34])([F:33])[F:32])[N:28]=[CH:27][N:26]=1. The catalyst class is: 2. Reactant: C([C@]1(C(N2CCN([C:25]3[CH:30]=[C:29]([C:31]([F:34])([F:33])[F:32])[N:28]=[CH:27][N:26]=3)CC2)=O)CC[C@@H](NC(=O)OC(C)(C)C)C1)(C)C.O1CCOCC1.[ClH:41].